From a dataset of NCI-60 drug combinations with 297,098 pairs across 59 cell lines. Regression. Given two drug SMILES strings and cell line genomic features, predict the synergy score measuring deviation from expected non-interaction effect. (1) Drug 1: CC1=C2C(C(=O)C3(C(CC4C(C3C(C(C2(C)C)(CC1OC(=O)C(C(C5=CC=CC=C5)NC(=O)OC(C)(C)C)O)O)OC(=O)C6=CC=CC=C6)(CO4)OC(=O)C)O)C)O. Drug 2: CN(CCCl)CCCl.Cl. Cell line: 786-0. Synergy scores: CSS=23.2, Synergy_ZIP=-7.97, Synergy_Bliss=-2.26, Synergy_Loewe=-7.88, Synergy_HSA=-0.870. (2) Drug 1: CN1CCC(CC1)COC2=C(C=C3C(=C2)N=CN=C3NC4=C(C=C(C=C4)Br)F)OC. Drug 2: CN1C(=O)N2C=NC(=C2N=N1)C(=O)N. Cell line: CCRF-CEM. Synergy scores: CSS=-3.45, Synergy_ZIP=1.59, Synergy_Bliss=-0.192, Synergy_Loewe=-11.0, Synergy_HSA=-6.60. (3) Drug 1: CC1=C2C(C(=O)C3(C(CC4C(C3C(C(C2(C)C)(CC1OC(=O)C(C(C5=CC=CC=C5)NC(=O)OC(C)(C)C)O)O)OC(=O)C6=CC=CC=C6)(CO4)OC(=O)C)O)C)O. Drug 2: CN(C(=O)NC(C=O)C(C(C(CO)O)O)O)N=O. Cell line: LOX IMVI. Synergy scores: CSS=7.50, Synergy_ZIP=-4.64, Synergy_Bliss=-4.70, Synergy_Loewe=-24.8, Synergy_HSA=-4.16. (4) Drug 1: CCC1(CC2CC(C3=C(CCN(C2)C1)C4=CC=CC=C4N3)(C5=C(C=C6C(=C5)C78CCN9C7C(C=CC9)(C(C(C8N6C=O)(C(=O)OC)O)OC(=O)C)CC)OC)C(=O)OC)O.OS(=O)(=O)O. Drug 2: C1=CC=C(C(=C1)C(C2=CC=C(C=C2)Cl)C(Cl)Cl)Cl. Cell line: DU-145. Synergy scores: CSS=0.939, Synergy_ZIP=-5.39, Synergy_Bliss=-10.4, Synergy_Loewe=-37.9, Synergy_HSA=-9.51. (5) Drug 1: CCCCC(=O)OCC(=O)C1(CC(C2=C(C1)C(=C3C(=C2O)C(=O)C4=C(C3=O)C=CC=C4OC)O)OC5CC(C(C(O5)C)O)NC(=O)C(F)(F)F)O. Drug 2: CC1=C(C(=O)C2=C(C1=O)N3CC4C(C3(C2COC(=O)N)OC)N4)N. Cell line: NCIH23. Synergy scores: CSS=65.8, Synergy_ZIP=-5.89, Synergy_Bliss=-8.89, Synergy_Loewe=-9.52, Synergy_HSA=-6.03.